This data is from Forward reaction prediction with 1.9M reactions from USPTO patents (1976-2016). The task is: Predict the product of the given reaction. (1) Given the reactants [NH2:1][C:2]1[CH:7]=[CH:6][CH:5]=[CH:4][C:3]=1[SH:8].[NH2:9][C:10]1[C:14]([C:15]#N)=[CH:13][NH:12][N:11]=1.[OH-].[NH4+], predict the reaction product. The product is: [S:8]1[C:3]2[CH:4]=[CH:5][CH:6]=[CH:7][C:2]=2[N:1]=[C:15]1[C:14]1[C:10]([NH2:9])=[N:11][NH:12][CH:13]=1. (2) Given the reactants Br[C:2]1[CH:23]=[CH:22][C:5]2[O:6][CH2:7][CH2:8][N:9]([C:10]3[S:11][C:12]4[C:13](=[O:21])[NH:14][C:15]([CH3:20])([CH3:19])[CH2:16][C:17]=4[N:18]=3)[C:4]=2[CH:3]=1.CC1(C)C(C)(C)OB([C:32]2[CH:40]=[CH:39][C:35]([C:36]([OH:38])=[O:37])=[CH:34][CH:33]=2)O1, predict the reaction product. The product is: [CH3:19][C:15]1([CH3:20])[NH:14][C:13](=[O:21])[C:12]2[S:11][C:10]([N:9]3[CH2:8][CH2:7][O:6][C:5]4[CH:22]=[CH:23][C:2]([C:32]5[CH:40]=[CH:39][C:35]([C:36]([OH:38])=[O:37])=[CH:34][CH:33]=5)=[CH:3][C:4]3=4)=[N:18][C:17]=2[CH2:16]1. (3) Given the reactants [C:1]([O:5][C:6](=[O:41])[NH:7][C@H:8]1[CH2:13][CH2:12][C@@H:11]([N:14]2[C:19](=[O:20])[C:18]3[CH:21]=[C:22]([F:25])[CH:23]=[N:24][C:17]=3[N:16]([C:26]3[CH:27]=[C:28]([C:32]4[CH:37]=[CH:36][C:35]([CH:38]=O)=[CH:34][CH:33]=4)[CH:29]=[CH:30][CH:31]=3)[C:15]2=[O:40])[CH2:10][CH2:9]1)([CH3:4])([CH3:3])[CH3:2].Cl.[O:43]1[CH2:49][CH2:48][CH2:47][NH:46][CH2:45][CH2:44]1.C(O[BH-](OC(=O)C)OC(=O)C)(=O)C.[Na+], predict the reaction product. The product is: [C:1]([O:5][C:6](=[O:41])[NH:7][C@H:8]1[CH2:13][CH2:12][C@@H:11]([N:14]2[C:19](=[O:20])[C:18]3[CH:21]=[C:22]([F:25])[CH:23]=[N:24][C:17]=3[N:16]([C:26]3[CH:27]=[C:28]([C:32]4[CH:37]=[CH:36][C:35]([CH2:38][N:46]5[CH2:47][CH2:48][CH2:49][O:43][CH2:44][CH2:45]5)=[CH:34][CH:33]=4)[CH:29]=[CH:30][CH:31]=3)[C:15]2=[O:40])[CH2:10][CH2:9]1)([CH3:4])([CH3:2])[CH3:3]. (4) Given the reactants [CH3:1][C:2]1([CH3:11])[N:7]([O])[C:6]([CH3:10])([CH3:9])[CH2:5][CH2:4][CH2:3]1.[C:12]([O:16]N=O)(C)([CH3:14])[CH3:13].O.N[C:21]1[CH:26]=CC=C[CH:22]=1, predict the reaction product. The product is: [O:16]([N:7]1[C:2]([CH3:11])([CH3:1])[CH2:3][CH2:4][CH2:5][C:6]1([CH3:10])[CH3:9])[C:12]1[CH:14]=[CH:26][CH:21]=[CH:22][CH:13]=1. (5) Given the reactants [N:1]1[C:10]2[C:5](=[CH:6][C:7]([C:11]([NH2:13])=O)=[CH:8][CH:9]=2)[CH:4]=[CH:3][CH:2]=1.C(N(CC)CC)C.FC(F)(F)C(OC(=O)C(F)(F)F)=O.C(=O)(O)[O-].[Na+], predict the reaction product. The product is: [N:1]1[C:10]2[C:5](=[CH:6][C:7]([C:11]#[N:13])=[CH:8][CH:9]=2)[CH:4]=[CH:3][CH:2]=1.